This data is from Reaction yield outcomes from USPTO patents with 853,638 reactions. The task is: Predict the reaction yield, written as a fraction of the theoretical maximum amount of product (1.0 means a 100% yield; for example, 0.34 means a 34% yield). (1) The reactants are [Si]([O:8][CH2:9][C@@H:10]1[C:18]2[C:13](=[CH:14][CH:15]=[CH:16][CH:17]=2)[CH2:12][C@H:11]1[NH:19][C:20]([C:22]1[NH:26][C:25]2[S:27][C:28]([Cl:30])=[CH:29][C:24]=2[CH:23]=1)=[O:21])(C(C)(C)C)(C)C.[F-].C([N+](CCCC)(CCCC)CCCC)CCC. The catalyst is C1COCC1. The product is [Cl:30][C:28]1[S:27][C:25]2[NH:26][C:22]([C:20]([NH:19][C@@H:11]3[CH2:12][C:13]4[C:18](=[CH:17][CH:16]=[CH:15][CH:14]=4)[C@H:10]3[CH2:9][OH:8])=[O:21])=[CH:23][C:24]=2[CH:29]=1. The yield is 0.660. (2) The reactants are C1(N=C=N)CCCCC1.[C:10]([OH:18])(=O)[C:11]1[CH:16]=[CH:15][CH:14]=[CH:13][CH:12]=1.O.ON1C2C=CC=CC=2N=N1.Cl.Cl.Cl.[N:33]1([CH2:39][CH2:40][CH2:41][O:42][C:43]2[CH:55]=[CH:54][C:46]([CH2:47][N:48]3[CH2:53][CH2:52][NH:51][CH2:50][CH2:49]3)=[CH:45][CH:44]=2)[CH2:38][CH2:37][CH2:36][CH2:35][CH2:34]1.C(N(CC)CC)C. The catalyst is ClCCl.CN(C)C=O. The product is [C:11]1([C:10]([N:51]2[CH2:52][CH2:53][N:48]([CH2:47][C:46]3[CH:45]=[CH:44][C:43]([O:42][CH2:41][CH2:40][CH2:39][N:33]4[CH2:34][CH2:35][CH2:36][CH2:37][CH2:38]4)=[CH:55][CH:54]=3)[CH2:49][CH2:50]2)=[O:18])[CH:12]=[CH:13][CH:14]=[CH:15][CH:16]=1. The yield is 0.770. (3) The reactants are [Br:1][C:2]1[CH:3]=[C:4]2[C:8](=[CH:9][CH:10]=1)[NH:7][N:6]=[CH:5]2.[O:11]1[CH:16]=[CH:15][CH2:14][CH2:13][CH2:12]1.C1(C)C=CC(S([O-])(=O)=O)=CC=1.[NH+]1C=CC=CC=1. The catalyst is ClCCl. The product is [Br:1][C:2]1[CH:3]=[C:4]2[C:8](=[CH:9][CH:10]=1)[N:7]([CH:12]1[CH2:13][CH2:14][CH2:15][CH2:16][O:11]1)[N:6]=[CH:5]2. The yield is 0.790. (4) The product is [CH:47]1([NH:43][C:2]2[C:7]([C:8]([F:11])([F:10])[F:9])=[CH:6][N:5]=[C:4]([NH:12][C:13]3[C:18]([O:19][CH3:20])=[CH:17][C:16]([C:21]([N:23]4[CH2:24][CH2:25][O:26][CH2:27][CH2:28]4)=[O:22])=[C:15]([F:29])[CH:14]=3)[N:3]=2)[CH2:49][CH2:48]1. The reactants are Cl[C:2]1[C:7]([C:8]([F:11])([F:10])[F:9])=[CH:6][N:5]=[C:4]([NH:12][C:13]2[C:18]([O:19][CH3:20])=[CH:17][C:16]([C:21]([N:23]3[CH2:28][CH2:27][O:26][CH2:25][CH2:24]3)=[O:22])=[C:15]([F:29])[CH:14]=2)[N:3]=1.CC1C=CC(S(O)(=O)=O)=CC=1.CC[N:43]([CH:47]([CH3:49])[CH3:48])C(C)C.C(=O)(O)[O-].[Na+]. The yield is 0.330. The catalyst is O1CCOCC1.C(Cl)Cl. (5) The reactants are Cl[C:2]1[CH:7]=[C:6]([Cl:8])[N:5]=[C:4]([CH3:9])[N:3]=1.[CH3:10][O:11][C:12]1[CH:19]=[CH:18][C:15]([CH2:16][NH2:17])=[CH:14][CH:13]=1.C(N(CC)CC)C. The catalyst is CN(C=O)C. The product is [Cl:8][C:6]1[N:5]=[C:4]([CH3:9])[N:3]=[C:2]([NH:17][CH2:16][C:15]2[CH:18]=[CH:19][C:12]([O:11][CH3:10])=[CH:13][CH:14]=2)[CH:7]=1. The yield is 0.980. (6) The reactants are [CH2:1]([O:3][C:4]1[CH:5]=[CH:6][C:7]([NH:10][NH2:11])=[N:8][CH:9]=1)[CH3:2].O=[CH:13][C:14]([O:16][CH2:17][CH3:18])=[O:15].C(OI(C1C=CC=CC=1)OC(=O)C)(=O)C. The catalyst is CO. The product is [CH2:1]([O:3][C:4]1[CH:5]=[CH:6][C:7]2[N:8]([C:13]([C:14]([O:16][CH2:17][CH3:18])=[O:15])=[N:11][N:10]=2)[CH:9]=1)[CH3:2]. The yield is 0.870.